This data is from Reaction yield outcomes from USPTO patents with 853,638 reactions. The task is: Predict the reaction yield, written as a fraction of the theoretical maximum amount of product (1.0 means a 100% yield; for example, 0.34 means a 34% yield). (1) The product is [NH2:16][C:5]1[C:6]([NH:8][C:9]2[CH:14]=[CH:13][C:12]([CH3:15])=[CH:11][CH:10]=2)=[N:7][C:2]([Cl:1])=[CH:3][CH:4]=1. The yield is 1.00. The reactants are [Cl:1][C:2]1[N:7]=[C:6]([NH:8][C:9]2[CH:14]=[CH:13][C:12]([CH3:15])=[CH:11][CH:10]=2)[C:5]([N+:16]([O-])=O)=[CH:4][CH:3]=1.O.O.[Sn](Cl)Cl.C([O-])([O-])=O.[K+].[K+]. The catalyst is Cl.C(OCC)(=O)C. (2) The reactants are [OH:1][N:2]=[C:3]([C:5]1[CH:10]=[CH:9][C:8]([CH2:11][N:12]2[C:20]3[C:15](=[CH:16][CH:17]=[CH:18][CH:19]=3)[C:14]3([CH2:24][O:23][C:22]4[CH:25]=[C:26]5[C:30](=[CH:31][C:21]3=4)[CH2:29][CH2:28][O:27]5)[C:13]2=[O:32])=[CH:7][CH:6]=1)[NH2:4].[F:33][C:34]([F:45])([F:44])[C:35](O[C:35](=O)[C:34]([F:45])([F:44])[F:33])=O. The catalyst is N1C=CC=CC=1. The product is [F:33][C:34]([F:45])([F:44])[C:35]1[O:1][N:2]=[C:3]([C:5]2[CH:10]=[CH:9][C:8]([CH2:11][N:12]3[C:20]4[C:15](=[CH:16][CH:17]=[CH:18][CH:19]=4)[C:14]4([CH2:24][O:23][C:22]5[CH:25]=[C:26]6[C:30](=[CH:31][C:21]4=5)[CH2:29][CH2:28][O:27]6)[C:13]3=[O:32])=[CH:7][CH:6]=2)[N:4]=1. The yield is 0.710.